Dataset: Catalyst prediction with 721,799 reactions and 888 catalyst types from USPTO. Task: Predict which catalyst facilitates the given reaction. (1) Reactant: P(Cl)(Cl)(Cl)(Cl)Cl.P(Cl)(Cl)([Cl:9])=O.O[C:13]1[CH:18]=[C:17]([CH3:19])[NH:16][C:15](=[O:20])[C:14]=1[C:21]#[N:22]. Product: [Cl:9][C:13]1[CH:18]=[C:17]([CH3:19])[NH:16][C:15](=[O:20])[C:14]=1[C:21]#[N:22]. The catalyst class is: 22. (2) Reactant: Cl.[S:2]1[CH2:7][CH2:6][CH:5]([C:8]([OH:10])=[O:9])[NH:4][CH2:3]1.[N+:11](C1C=CC(COC(N2CCN3C=C(C=O)N=C3C2)=O)=CC=1)([O-])=[O:12].N([O-])=O.[Na+]. Product: [N:11]([N:4]1[CH:5]([C:8]([OH:10])=[O:9])[CH2:6][CH2:7][S:2][CH2:3]1)=[O:12]. The catalyst class is: 313. (3) Reactant: [H-].[Na+].[CH2:3]([O:5][C:6]([C:8]1[CH:12]=[C:11]([NH2:13])[NH:10][N:9]=1)=[O:7])[CH3:4].[CH2:14](I)[CH2:15][CH2:16][CH3:17]. Product: [CH2:3]([O:5][C:6]([C:8]1[N:9]([CH2:14][CH2:15][CH2:16][CH3:17])[N:10]=[C:11]([NH2:13])[CH:12]=1)=[O:7])[CH3:4]. The catalyst class is: 10.